Dataset: Full USPTO retrosynthesis dataset with 1.9M reactions from patents (1976-2016). Task: Predict the reactants needed to synthesize the given product. (1) Given the product [CH:1]1([CH2:4][O:5][C:6]23[CH2:15][CH:10]4[CH2:11][CH:12]([CH2:14][CH:8]([NH:9]4)[CH2:7]2)[CH2:13]3)[CH2:3][CH2:2]1, predict the reactants needed to synthesize it. The reactants are: [CH:1]1([CH2:4][O:5][C:6]23[CH2:15][CH:10]4[CH2:11][CH:12]([CH2:14][CH:8]([N:9]4C(OC(C)(C)C)=O)[CH2:7]2)[CH2:13]3)[CH2:3][CH2:2]1.FC(F)(F)C(O)=O. (2) Given the product [CH2:18]([CH:17]([C:16]1[C:11]2[N:12]([C:8]([C:4]3[CH:3]=[C:2]([C:25]4[CH:30]=[CH:29][CH:28]=[CH:27][CH:26]=4)[S:6][C:5]=3[CH3:7])=[C:9]([CH3:23])[N:10]=2)[N:13]=[C:14]([CH3:22])[CH:15]=1)[CH2:20][CH3:21])[CH3:19], predict the reactants needed to synthesize it. The reactants are: Br[C:2]1[S:6][C:5]([CH3:7])=[C:4]([C:8]2[N:12]3[N:13]=[C:14]([CH3:22])[CH:15]=[C:16]([CH:17]([CH2:20][CH3:21])[CH2:18][CH3:19])[C:11]3=[N:10][C:9]=2[CH3:23])[CH:3]=1.[I-].[C:25]1([Zn+])[CH:30]=[CH:29][CH:28]=[CH:27][CH:26]=1.C1COCC1. (3) Given the product [CH2:27]([O:26][C:24]([NH:1][C:2]([CH2:3][OH:4])([CH2:5][CH2:6][C:7]1[CH:8]=[CH:9][C:10]([CH2:13][CH2:14][CH2:15][CH2:16][CH2:17][CH2:18][CH2:19][CH3:20])=[CH:11][CH:12]=1)[CH2:21][OH:22])=[O:25])[C:28]1[CH:33]=[CH:32][CH:31]=[CH:30][CH:29]=1, predict the reactants needed to synthesize it. The reactants are: [NH2:1][C:2]([CH2:21][OH:22])([CH2:5][CH2:6][C:7]1[CH:12]=[CH:11][C:10]([CH2:13][CH2:14][CH2:15][CH2:16][CH2:17][CH2:18][CH2:19][CH3:20])=[CH:9][CH:8]=1)[CH2:3][OH:4].Cl[C:24]([O:26][CH2:27][C:28]1[CH:33]=[CH:32][CH:31]=[CH:30][CH:29]=1)=[O:25]. (4) Given the product [CH2:1]([O:3][C:4]1[N:8]=[C:7]([CH:9]2[CH2:14][CH:13]([C:15]3[CH:20]=[CH:19][C:18]([CH2:21][C:22]([F:25])([F:24])[F:23])=[CH:17][CH:16]=3)[CH2:12][N:11]([C:34]([O:36][C:37]3[CH:38]=[CH:39][C:40]([N+:43]([O-:45])=[O:44])=[CH:41][CH:42]=3)=[O:35])[CH2:10]2)[O:6][N:5]=1)[CH3:2], predict the reactants needed to synthesize it. The reactants are: [CH2:1]([O:3][C:4]1[N:8]=[C:7]([CH:9]2[CH2:14][CH:13]([C:15]3[CH:20]=[CH:19][C:18]([CH2:21][C:22]([F:25])([F:24])[F:23])=[CH:17][CH:16]=3)[CH2:12][NH:11][CH2:10]2)[O:6][N:5]=1)[CH3:2].C(N(CC)CC)C.Cl[C:34]([O:36][C:37]1[CH:42]=[CH:41][C:40]([N+:43]([O-:45])=[O:44])=[CH:39][CH:38]=1)=[O:35]. (5) The reactants are: [NH2:1][C:2]1[CH:7]=[CH:6][CH:5]=[CH:4][N:3]=1.C([O-])(O)=O.[Na+].Cl[CH:14]([C:20]([CH3:22])=O)[C:15]([O:17][CH2:18][CH3:19])=[O:16]. Given the product [CH3:22][C:20]1[N:1]=[C:2]2[CH:7]=[CH:6][CH:5]=[CH:4][N:3]2[C:14]=1[C:15]([O:17][CH2:18][CH3:19])=[O:16], predict the reactants needed to synthesize it. (6) Given the product [Cl:21][C:6]1[C:7]([CH3:20])=[C:8]([CH:18]=[O:39])[C:9]([C:10]2[CH:15]=[C:14]([F:16])[CH:13]=[C:12]([F:17])[CH:11]=2)=[C:4]([CH:1]([OH:3])[CH3:2])[CH:5]=1, predict the reactants needed to synthesize it. The reactants are: [C:1]([C:4]1[CH:5]=[C:6]([Cl:21])[C:7]([CH3:20])=[C:8]([C:18]#N)[C:9]=1[C:10]1[CH:15]=[C:14]([F:16])[CH:13]=[C:12]([F:17])[CH:11]=1)(=[O:3])[CH3:2].[H-].C([Al+]CC(C)C)C(C)C.CCCCCC.Cl.[OH2:39]. (7) Given the product [CH2:1]([O:8][C:9]1[CH:17]=[C:16]([O:18][CH2:19][C:20]2[CH:21]=[CH:22][CH:23]=[CH:24][CH:25]=2)[C:15]([S:26](=[O:32])(=[O:33])[N:27]([CH3:31])[CH2:28][CH2:29][CH3:30])=[CH:14][C:10]=1[C:11]([NH:37][C:36]1[CH:38]=[CH:39][CH:40]=[CH:41][C:35]=1[Cl:34])=[O:12])[C:2]1[CH:7]=[CH:6][CH:5]=[CH:4][CH:3]=1, predict the reactants needed to synthesize it. The reactants are: [CH2:1]([O:8][C:9]1[CH:17]=[C:16]([O:18][CH2:19][C:20]2[CH:25]=[CH:24][CH:23]=[CH:22][CH:21]=2)[C:15]([S:26](=[O:33])(=[O:32])[N:27]([CH3:31])[CH2:28][CH2:29][CH3:30])=[CH:14][C:10]=1[C:11](Cl)=[O:12])[C:2]1[CH:7]=[CH:6][CH:5]=[CH:4][CH:3]=1.[Cl:34][C:35]1[CH:41]=[CH:40][CH:39]=[CH:38][C:36]=1[NH2:37]. (8) The reactants are: [C:1]([CH2:4][CH2:5][C:6]1[C:14]2[B:13]([OH:15])[O:12][CH2:11][C:10]=2[CH:9]=[CH:8][CH:7]=1)([OH:3])=O.[NH2:16][C:17]1[CH:31]=[CH:30][C:20]([CH2:21][NH:22][C:23](=[O:29])[O:24][C:25]([CH3:28])([CH3:27])[CH3:26])=[CH:19][CH:18]=1.CCN=C=NCCCN(C)C. Given the product [C:25]([O:24][C:23](=[O:29])[NH:22][CH2:21][C:20]1[CH:19]=[CH:18][C:17]([NH:16][C:1](=[O:3])[CH2:4][CH2:5][C:6]2[C:14]3[B:13]([OH:15])[O:12][CH2:11][C:10]=3[CH:9]=[CH:8][CH:7]=2)=[CH:31][CH:30]=1)([CH3:28])([CH3:26])[CH3:27], predict the reactants needed to synthesize it. (9) Given the product [Cl:1][C:2]1[CH:7]=[N:6][CH:5]=[C:4]2[O:8][C:23]([NH2:24])=[C:9]([NH:10][C:11]3[CH:16]=[CH:15][C:14]([F:17])=[C:13]([Cl:18])[CH:12]=3)[C:3]=12, predict the reactants needed to synthesize it. The reactants are: [Cl:1][C:2]1[C:3]([CH:9]=[N:10][C:11]2[CH:16]=[CH:15][C:14]([F:17])=[C:13]([Cl:18])[CH:12]=2)=[C:4]([OH:8])[CH:5]=[N:6][CH:7]=1.[Si]([C:23]#[N:24])(C)(C)C. (10) Given the product [CH2:7]([C@@H:2]1[CH2:1][O:6][C:4](=[O:5])[N:3]1[C:21](=[O:22])[CH2:20][Br:19])[C:8]1[CH:9]=[CH:10][CH:11]=[CH:12][CH:13]=1, predict the reactants needed to synthesize it. The reactants are: [CH2:1]1[O:6][C:4](=[O:5])[NH:3][C@@H:2]1[CH2:7][C:8]1[CH:13]=[CH:12][CH:11]=[CH:10][CH:9]=1.[Li]CCCC.[Br:19][CH2:20][C:21](Br)=[O:22].CCOC(C)=O.CCCCCC.